Dataset: Full USPTO retrosynthesis dataset with 1.9M reactions from patents (1976-2016). Task: Predict the reactants needed to synthesize the given product. Given the product [C:10]([CH:9]([C:5]1[CH:6]=[CH:7][CH:8]=[C:3]([O:2][CH3:1])[CH:4]=1)[C:14]([O:15][CH3:16])=[O:17])#[N:11], predict the reactants needed to synthesize it. The reactants are: [CH3:1][O:2][C:3]1[CH:4]=[C:5]([CH2:9][C:10]#[N:11])[CH:6]=[CH:7][CH:8]=1.[H-].[Na+].[C:14](=O)([O:17]C)[O:15][CH3:16].C(=O)([O-])[O-].[K+].[K+].